Dataset: Reaction yield outcomes from USPTO patents with 853,638 reactions. Task: Predict the reaction yield, written as a fraction of the theoretical maximum amount of product (1.0 means a 100% yield; for example, 0.34 means a 34% yield). The reactants are [F:1][C:2]([F:13])([F:12])[O:3][C:4]1[CH:11]=[CH:10][C:7]([CH:8]=[O:9])=[CH:6][CH:5]=1.C(Cl)Cl.OS(O)(=O)=O.[Br:22]N1C(=O)CCC1=O. The catalyst is C(O)(C(F)(F)F)=O. The product is [Br:22][C:5]1[CH:6]=[C:7]([CH:10]=[CH:11][C:4]=1[O:3][C:2]([F:12])([F:13])[F:1])[CH:8]=[O:9]. The yield is 0.620.